From a dataset of Reaction yield outcomes from USPTO patents with 853,638 reactions. Predict the reaction yield, written as a fraction of the theoretical maximum amount of product (1.0 means a 100% yield; for example, 0.34 means a 34% yield). (1) The reactants are [CH3:1][N:2]1[CH2:6][CH2:5][CH2:4][CH:3]1[C:7]1[CH:8]=[CH:9][C:10]([NH2:13])=[N:11][CH:12]=1.Br[C:15]1[C:16](=[O:23])[N:17]([CH3:22])[CH:18]=[C:19]([Br:21])[CH:20]=1.C(=O)([O-])[O-].[Cs+].[Cs+].CC1(C)C2C(=C(P(C3C=CC=CC=3)C3C=CC=CC=3)C=CC=2)OC2C(P(C3C=CC=CC=3)C3C=CC=CC=3)=CC=CC1=2. The catalyst is C1C=CC(/C=C/C(/C=C/C2C=CC=CC=2)=O)=CC=1.C1C=CC(/C=C/C(/C=C/C2C=CC=CC=2)=O)=CC=1.C1C=CC(/C=C/C(/C=C/C2C=CC=CC=2)=O)=CC=1.[Pd].[Pd].C(Cl)Cl.CO.O1CCOCC1. The product is [Br:21][C:19]1[CH:20]=[C:15]([NH:13][C:10]2[CH:9]=[CH:8][C:7]([CH:3]3[CH2:4][CH2:5][CH2:6][N:2]3[CH3:1])=[CH:12][N:11]=2)[C:16](=[O:23])[N:17]([CH3:22])[CH:18]=1. The yield is 0.820. (2) The reactants are [CH:1]1([O:7][C:8]2[C:13]3[C:14]([N:36]4[CH2:40][CH2:39][CH2:38][CH2:37]4)=[N:15][N:16](C(C4C=CC=CC=4)(C4C=CC=CC=4)C4C=CC=CC=4)[C:12]=3[CH:11]=[CH:10][N:9]=2)[CH2:6][CH2:5][CH2:4][CH2:3][CH2:2]1.C(Cl)Cl. The catalyst is C(O)(C(F)(F)F)=O. The product is [CH:1]1([O:7][C:8]2[C:13]3[C:14]([N:36]4[CH2:40][CH2:39][CH2:38][CH2:37]4)=[N:15][NH:16][C:12]=3[CH:11]=[CH:10][N:9]=2)[CH2:2][CH2:3][CH2:4][CH2:5][CH2:6]1. The yield is 0.0300. (3) The reactants are [C:1]([O:5][C:6]([NH:8][C@H:9]([C:17]([OH:19])=[O:18])[CH2:10][C:11]1[CH:16]=[CH:15][CH:14]=[CH:13][CH:12]=1)=[O:7])([CH3:4])([CH3:3])[CH3:2].C(N=C=NC(C)C)(C)C.[Si:29]([O:36][C:37]1[CH:42]=[C:41]([O:43][Si:44]([C:47]([CH3:50])([CH3:49])[CH3:48])([CH3:46])[CH3:45])[CH:40]=[CH:39][C:38]=1[C@H:51]1[CH2:56][CH2:55][C@H:54](O)[CH2:53][CH2:52]1)([C:32]([CH3:35])([CH3:34])[CH3:33])([CH3:31])[CH3:30]. The catalyst is ClCCl. The product is [C:1]([O:5][C:6]([NH:8][C@H:9]([CH2:10][C:11]1[CH:16]=[CH:15][CH:14]=[CH:13][CH:12]=1)[C:17]([O:19][C@H:54]1[CH2:53][CH2:52][C@H:51]([C:38]2[CH:39]=[CH:40][C:41]([O:43][Si:44]([C:47]([CH3:49])([CH3:50])[CH3:48])([CH3:46])[CH3:45])=[CH:42][C:37]=2[O:36][Si:29]([C:32]([CH3:35])([CH3:34])[CH3:33])([CH3:30])[CH3:31])[CH2:56][CH2:55]1)=[O:18])=[O:7])([CH3:4])([CH3:2])[CH3:3]. The yield is 1.00. (4) The reactants are [Cl-].O[NH3+:3].[C:4](=[O:7])([O-])[OH:5].[Na+].CS(C)=O.[CH3:13][O:14][C:15]1[CH:16]=[C:17]([CH:46]=[CH:47][C:48]=1[O:49][CH3:50])[O:18][C:19]1[C:24](=[O:25])[N:23]([CH2:26][C:27]2[CH:32]=[CH:31][C:30]([C:33]3[C:34]([C:39]#[N:40])=[CH:35][CH:36]=[CH:37][CH:38]=3)=[CH:29][CH:28]=2)[C:22]([CH2:41][CH2:42][CH3:43])=[N:21][C:20]=1[CH2:44][CH3:45]. The catalyst is C(OCC)(=O)C. The product is [CH3:13][O:14][C:15]1[CH:16]=[C:17]([CH:46]=[CH:47][C:48]=1[O:49][CH3:50])[O:18][C:19]1[C:24](=[O:25])[N:23]([CH2:26][C:27]2[CH:28]=[CH:29][C:30]([C:33]3[CH:38]=[CH:37][CH:36]=[CH:35][C:34]=3[C:39]3[NH:3][C:4](=[O:7])[O:5][N:40]=3)=[CH:31][CH:32]=2)[C:22]([CH2:41][CH2:42][CH3:43])=[N:21][C:20]=1[CH2:44][CH3:45]. The yield is 0.770.